This data is from NCI-60 drug combinations with 297,098 pairs across 59 cell lines. The task is: Regression. Given two drug SMILES strings and cell line genomic features, predict the synergy score measuring deviation from expected non-interaction effect. Drug 1: C1=CC(=CC=C1C#N)C(C2=CC=C(C=C2)C#N)N3C=NC=N3. Drug 2: CN(CC1=CN=C2C(=N1)C(=NC(=N2)N)N)C3=CC=C(C=C3)C(=O)NC(CCC(=O)O)C(=O)O. Cell line: NCI-H460. Synergy scores: CSS=68.5, Synergy_ZIP=30.3, Synergy_Bliss=26.2, Synergy_Loewe=-9.61, Synergy_HSA=26.4.